The task is: Regression. Given two drug SMILES strings and cell line genomic features, predict the synergy score measuring deviation from expected non-interaction effect.. This data is from NCI-60 drug combinations with 297,098 pairs across 59 cell lines. (1) Drug 1: C1CC(=O)NC(=O)C1N2CC3=C(C2=O)C=CC=C3N. Drug 2: C1=CN(C(=O)N=C1N)C2C(C(C(O2)CO)O)O.Cl. Cell line: HT29. Synergy scores: CSS=45.6, Synergy_ZIP=-1.62, Synergy_Bliss=-1.77, Synergy_Loewe=-32.1, Synergy_HSA=0.686. (2) Drug 1: CCCCCOC(=O)NC1=NC(=O)N(C=C1F)C2C(C(C(O2)C)O)O. Drug 2: C1CC(=O)NC(=O)C1N2C(=O)C3=CC=CC=C3C2=O. Cell line: HCT116. Synergy scores: CSS=-11.9, Synergy_ZIP=1.07, Synergy_Bliss=-7.06, Synergy_Loewe=-11.3, Synergy_HSA=-9.99. (3) Drug 1: CN(C)C(=N)N=C(N)N. Drug 2: CC1CC(C(C(C=C(C(C(C=CC=C(C(=O)NC2=CC(=O)C(=C(C1)C2=O)OC)C)OC)OC(=O)N)C)C)O)OC. Cell line: T-47D. Synergy scores: CSS=7.62, Synergy_ZIP=6.28, Synergy_Bliss=4.14, Synergy_Loewe=3.55, Synergy_HSA=4.28. (4) Drug 1: CCC1(CC2CC(C3=C(CCN(C2)C1)C4=CC=CC=C4N3)(C5=C(C=C6C(=C5)C78CCN9C7C(C=CC9)(C(C(C8N6C)(C(=O)OC)O)OC(=O)C)CC)OC)C(=O)OC)O.OS(=O)(=O)O. Synergy scores: CSS=-1.66, Synergy_ZIP=-1.43, Synergy_Bliss=-1.49, Synergy_Loewe=-6.15, Synergy_HSA=-4.75. Cell line: OVCAR-5. Drug 2: COCCOC1=C(C=C2C(=C1)C(=NC=N2)NC3=CC=CC(=C3)C#C)OCCOC.Cl. (5) Drug 2: CS(=O)(=O)CCNCC1=CC=C(O1)C2=CC3=C(C=C2)N=CN=C3NC4=CC(=C(C=C4)OCC5=CC(=CC=C5)F)Cl. Synergy scores: CSS=38.6, Synergy_ZIP=-3.17, Synergy_Bliss=-8.83, Synergy_Loewe=-12.6, Synergy_HSA=-10.4. Drug 1: C1=CC(=CC=C1CCCC(=O)O)N(CCCl)CCCl. Cell line: CCRF-CEM. (6) Drug 1: CN(CC1=CN=C2C(=N1)C(=NC(=N2)N)N)C3=CC=C(C=C3)C(=O)NC(CCC(=O)O)C(=O)O. Drug 2: CC(C)NC(=O)C1=CC=C(C=C1)CNNC.Cl. Cell line: SF-295. Synergy scores: CSS=33.9, Synergy_ZIP=1.80, Synergy_Bliss=0.495, Synergy_Loewe=-32.0, Synergy_HSA=-0.294. (7) Drug 1: C1=CC(=CC=C1CC(C(=O)O)N)N(CCCl)CCCl.Cl. Drug 2: CC1C(C(CC(O1)OC2CC(OC(C2O)C)OC3=CC4=CC5=C(C(=O)C(C(C5)C(C(=O)C(C(C)O)O)OC)OC6CC(C(C(O6)C)O)OC7CC(C(C(O7)C)O)OC8CC(C(C(O8)C)O)(C)O)C(=C4C(=C3C)O)O)O)O. Cell line: MCF7. Synergy scores: CSS=18.1, Synergy_ZIP=-3.23, Synergy_Bliss=1.17, Synergy_Loewe=-0.199, Synergy_HSA=0.317. (8) Drug 1: CC1=C(C(=O)C2=C(C1=O)N3CC4C(C3(C2COC(=O)N)OC)N4)N. Cell line: LOX IMVI. Drug 2: CC(C)CN1C=NC2=C1C3=CC=CC=C3N=C2N. Synergy scores: CSS=31.2, Synergy_ZIP=-0.322, Synergy_Bliss=-2.36, Synergy_Loewe=-11.6, Synergy_HSA=-1.19. (9) Synergy scores: CSS=7.84, Synergy_ZIP=3.47, Synergy_Bliss=-4.51, Synergy_Loewe=0.406, Synergy_HSA=-6.21. Cell line: RPMI-8226. Drug 1: C1=CC(=CC=C1C#N)C(C2=CC=C(C=C2)C#N)N3C=NC=N3. Drug 2: CCC1(CC2CC(C3=C(CCN(C2)C1)C4=CC=CC=C4N3)(C5=C(C=C6C(=C5)C78CCN9C7C(C=CC9)(C(C(C8N6C)(C(=O)OC)O)OC(=O)C)CC)OC)C(=O)OC)O.OS(=O)(=O)O. (10) Drug 1: C1CC(=O)NC(=O)C1N2CC3=C(C2=O)C=CC=C3N. Drug 2: CCC(=C(C1=CC=CC=C1)C2=CC=C(C=C2)OCCN(C)C)C3=CC=CC=C3.C(C(=O)O)C(CC(=O)O)(C(=O)O)O. Cell line: KM12. Synergy scores: CSS=9.90, Synergy_ZIP=-6.96, Synergy_Bliss=-11.9, Synergy_Loewe=-6.59, Synergy_HSA=-6.59.